From a dataset of Reaction yield outcomes from USPTO patents with 853,638 reactions. Predict the reaction yield, written as a fraction of the theoretical maximum amount of product (1.0 means a 100% yield; for example, 0.34 means a 34% yield). The reactants are Br[C:2]1[CH:3]=[CH:4][C:5](=[O:8])[NH:6][CH:7]=1.[C:9](=[N:22][NH2:23])([C:16]1[CH:21]=[CH:20][CH:19]=[CH:18][CH:17]=1)[C:10]1[CH:15]=[CH:14][CH:13]=[CH:12][CH:11]=1.C1(P(C2C=CC=CC=2)C2C3OC4C(=CC=CC=4P(C4C=CC=CC=4)C4C=CC=CC=4)C(C)(C)C=3C=CC=2)C=CC=CC=1.CC(C)([O-])C.[Na+]. The catalyst is C1(C)C=CC=CC=1. The product is [C:10]1([C:9]([C:16]2[CH:21]=[CH:20][CH:19]=[CH:18][CH:17]=2)=[N:22][NH:23][C:2]2[CH:3]=[CH:4][C:5](=[O:8])[NH:6][CH:7]=2)[CH:11]=[CH:12][CH:13]=[CH:14][CH:15]=1. The yield is 0.290.